Dataset: Forward reaction prediction with 1.9M reactions from USPTO patents (1976-2016). Task: Predict the product of the given reaction. (1) Given the reactants [C:1]([NH:4][C:5]1[CH:10]=[C:9]([C:11]2[O:12][C:13]([C:19]3[CH:24]=[CH:23][CH:22]=[CH:21][C:20]=3[Cl:25])=[C:14]([C:16](O)=[O:17])[N:15]=2)[C:8]([CH3:26])=[CH:7][N:6]=1)(=[O:3])[CH3:2].C(Cl)(=O)C(Cl)=O.[CH3:33][O:34][CH:35]([O:38][CH3:39])[CH2:36][NH2:37], predict the reaction product. The product is: [C:1]([NH:4][C:5]1[CH:10]=[C:9]([C:11]2[O:12][C:13]([C:19]3[CH:24]=[CH:23][CH:22]=[CH:21][C:20]=3[Cl:25])=[C:14]([C:16]([NH:37][CH2:36][CH:35]([O:38][CH3:39])[O:34][CH3:33])=[O:17])[N:15]=2)[C:8]([CH3:26])=[CH:7][N:6]=1)(=[O:3])[CH3:2]. (2) Given the reactants [CH3:1][CH:2]1[NH:7][CH:6]([CH3:8])[CH2:5][N:4]([C:9](=[O:23])[CH2:10][CH2:11][C:12]2[C:20]3[CH2:19][CH2:18][CH2:17][CH2:16][C:15]=3[NH:14][C:13]=2[CH:21]=O)[CH2:3]1.[CH3:24][NH:25][S:26]([C:29]1[CH:30]=[C:31]2[C:35](=[CH:36][CH:37]=1)[NH:34][C:33](=[O:38])[CH2:32]2)(=[O:28])=[O:27], predict the reaction product. The product is: [CH3:24][NH:25][S:26]([C:29]1[CH:30]=[C:31]2[C:35](=[CH:36][CH:37]=1)[NH:34][C:33](=[O:38])/[C:32]/2=[CH:21]\[C:13]1[NH:14][C:15]2[CH2:16][CH2:17][CH2:18][CH2:19][C:20]=2[C:12]=1[CH2:11][CH2:10][C:9]([N:4]1[CH2:3][CH:2]([CH3:1])[NH:7][CH:6]([CH3:8])[CH2:5]1)=[O:23])(=[O:28])=[O:27]. (3) The product is: [C:15]([O:14][C:12]([N:9]1[CH2:10][CH2:11][C@@H:6]([C:4]([OH:5])=[O:3])[C@H:7]([C:19]2[CH:24]=[CH:23][CH:22]=[CH:21][CH:20]=2)[CH2:8]1)=[O:13])([CH3:18])([CH3:16])[CH3:17]. Given the reactants C([O:3][C:4]([C@@H:6]1[CH2:11][CH2:10][N:9]([C:12]([O:14][C:15]([CH3:18])([CH3:17])[CH3:16])=[O:13])[CH2:8][C@H:7]1[C:19]1[CH:24]=[CH:23][CH:22]=[CH:21][CH:20]=1)=[O:5])C.[OH-].[K+], predict the reaction product. (4) The product is: [Br:1][C:2]1[CH:7]=[CH:6][C:5]([F:8])=[CH:4][C:3]=1[CH2:9][C:10]([CH:11]1[O:28][CH2:27][CH2:26][O:12]1)([CH3:14])[CH3:13]. Given the reactants [Br:1][C:2]1[CH:7]=[CH:6][C:5]([F:8])=[CH:4][C:3]=1[CH2:9][C:10]([CH3:14])([CH3:13])[CH:11]=[O:12].C1(C)C=CC(S(O)(=O)=O)=CC=1.[CH2:26](O)[CH2:27][OH:28], predict the reaction product. (5) Given the reactants [F:1][C:2]1[CH:3]=[C:4]([C:15]23[CH2:22][CH2:21][C:18]([CH2:23][CH2:24][OH:25])([CH2:19][CH2:20]2)[CH2:17][O:16]3)[CH:5]=[C:6]([O:8][CH:9]2[CH2:14][CH2:13][CH2:12][CH2:11][O:10]2)[CH:7]=1.[OH-].[Na+].Br[CH2:29][C:30]([O:32][C:33]([CH3:36])([CH3:35])[CH3:34])=[O:31], predict the reaction product. The product is: [F:1][C:2]1[CH:3]=[C:4]([C:15]23[CH2:20][CH2:19][C:18]([CH2:23][CH2:24][O:25][CH2:29][C:30]([O:32][C:33]([CH3:36])([CH3:35])[CH3:34])=[O:31])([CH2:21][CH2:22]2)[CH2:17][O:16]3)[CH:5]=[C:6]([O:8][CH:9]2[CH2:14][CH2:13][CH2:12][CH2:11][O:10]2)[CH:7]=1. (6) Given the reactants [OH:1][C:2]1[CH2:7][CH2:6][CH2:5][C:4](=[O:8])[CH:3]=1.C(Cl)Cl.[C:12](O)(=[O:14])[CH3:13].C1(N=C=NC2CCCCC2)CCCCC1, predict the reaction product. The product is: [O:8]=[C:4]1[CH2:5][CH2:6][CH2:7][C:2]([O:1][C:12](=[O:14])[CH3:13])=[CH:3]1. (7) Given the reactants [C:1]([O:5][C:6](=[O:35])[NH:7][C:8]1[S:9][C:10]([CH:14]([C:16]2[C:24]3[C:19](=[N:20][CH:21]=[C:22]([Cl:25])[CH:23]=3)[N:18]([S:26]([C:29]3[CH:34]=[CH:33][CH:32]=[CH:31][CH:30]=3)(=[O:28])=[O:27])[CH:17]=2)O)=[C:11]([Cl:13])[N:12]=1)([CH3:4])([CH3:3])[CH3:2].C([SiH](CC)CC)C.FC(F)(F)C(O)=O, predict the reaction product. The product is: [C:1]([O:5][C:6](=[O:35])[NH:7][C:8]1[S:9][C:10]([CH2:14][C:16]2[C:24]3[C:19](=[N:20][CH:21]=[C:22]([Cl:25])[CH:23]=3)[N:18]([S:26]([C:29]3[CH:34]=[CH:33][CH:32]=[CH:31][CH:30]=3)(=[O:27])=[O:28])[CH:17]=2)=[C:11]([Cl:13])[N:12]=1)([CH3:4])([CH3:2])[CH3:3].